This data is from Full USPTO retrosynthesis dataset with 1.9M reactions from patents (1976-2016). The task is: Predict the reactants needed to synthesize the given product. (1) Given the product [OH:14][CH2:13][CH2:12][NH:11][C:1](=[O:9])[C:2]1[CH:3]=[CH:4][CH:5]=[CH:6][CH:7]=1, predict the reactants needed to synthesize it. The reactants are: [C:1]([O:9]C)(=O)[C:2]1[CH:7]=[CH:6][CH:5]=[CH:4][CH:3]=1.[NH2:11][CH2:12][CH2:13][OH:14]. (2) Given the product [NH2:21][C@@:9]([C:4]1[C:5]([F:8])=[N:6][CH:7]=[C:2]([Br:1])[CH:3]=1)([CH3:20])[CH2:10][S:11]([C:14]1([C:18]#[N:19])[CH2:17][CH2:16][CH2:15]1)(=[O:13])=[O:12], predict the reactants needed to synthesize it. The reactants are: [Br:1][C:2]1[CH:3]=[C:4]([C@:9]([NH:21]S(C(C)(C)C)=O)([CH3:20])[CH2:10][S:11]([C:14]2([C:18]#[N:19])[CH2:17][CH2:16][CH2:15]2)(=[O:13])=[O:12])[C:5]([F:8])=[N:6][CH:7]=1.Cl.C(OCC)C. (3) Given the product [CH2:12]([O:14][CH2:15][CH2:7][C:5](=[O:6])[CH2:4][C:3]([O:9][CH2:10][CH3:11])=[O:8])[CH3:13], predict the reactants needed to synthesize it. The reactants are: [H-].[Na+].[C:3]([O:9][CH2:10][CH3:11])(=[O:8])[CH2:4][C:5]([CH3:7])=[O:6].[CH2:12]([O:14][CH2:15]CC(N1C2C=CC=CC=2N=N1)=O)[CH3:13].[Cl-].[NH4+].[OH-].[NH4+]. (4) Given the product [Br:1][C:2]1[C:3]2[CH:22]=[CH:21][CH:20]=[CH:19][C:4]=2[C:5]2[CH2:6][N:7]([C@H:12]3[CH2:17][CH2:16][CH2:15][CH2:14][C@@H:13]3[O:18][Si:37]([C:40]([CH3:43])([CH3:42])[CH3:41])([CH3:39])[CH3:38])[C:8](=[O:11])[C:9]=2[CH:10]=1, predict the reactants needed to synthesize it. The reactants are: [Br:1][C:2]1[C:3]2[CH:22]=[CH:21][CH:20]=[CH:19][C:4]=2[C:5]2[CH2:6][N:7]([C@H:12]3[CH2:17][CH2:16][CH2:15][CH2:14][C@@H:13]3[OH:18])[C:8](=[O:11])[C:9]=2[CH:10]=1.N1C(C)=CC=CC=1C.FC(F)(F)S(O[Si:37]([C:40]([CH3:43])([CH3:42])[CH3:41])([CH3:39])[CH3:38])(=O)=O.O. (5) Given the product [O:1]1[C:5]2[CH:6]=[CH:7][C:8]([C:10]3[NH:11][C:12]([NH:30][C:26]4[CH:27]=[CH:28][CH:29]=[C:24]([O:23][CH3:22])[CH:25]=4)=[N:13][C:14](=[O:16])[CH:15]=3)=[CH:9][C:4]=2[O:3][CH2:2]1, predict the reactants needed to synthesize it. The reactants are: [O:1]1[C:5]2[CH:6]=[CH:7][C:8]([C:10]3[CH:15]=[C:14]([O:16]C)[N:13]=[C:12](S(C)(=O)=O)[N:11]=3)=[CH:9][C:4]=2[O:3][CH2:2]1.[CH3:22][O:23][C:24]1[CH:29]=[CH:28][CH:27]=[C:26]([NH2:30])[CH:25]=1.